Dataset: Catalyst prediction with 721,799 reactions and 888 catalyst types from USPTO. Task: Predict which catalyst facilitates the given reaction. (1) Reactant: [NH2:1][C:2]1[CH:3]=[CH:4][C:5]2[O:10][C@@H:9]([CH2:11][N:12]3[CH2:17][CH2:16][N:15]([CH3:18])[C:14](=[O:19])[CH2:13]3)[CH2:8][N:7]([S:20]([C:23]3[CH:28]=[CH:27][CH:26]=[C:25]([Cl:29])[CH:24]=3)(=[O:22])=[O:21])[C:6]=2[CH:30]=1.C(N(CC)CC)C.[Cl:38][C:39]1[CH:47]=[CH:46][CH:45]=[C:44]([Cl:48])[C:40]=1[C:41](Cl)=[O:42]. Product: [Cl:38][C:39]1[CH:47]=[CH:46][CH:45]=[C:44]([Cl:48])[C:40]=1[C:41]([NH:1][C:2]1[CH:3]=[CH:4][C:5]2[O:10][C@@H:9]([CH2:11][N:12]3[CH2:17][CH2:16][N:15]([CH3:18])[C:14](=[O:19])[CH2:13]3)[CH2:8][N:7]([S:20]([C:23]3[CH:28]=[CH:27][CH:26]=[C:25]([Cl:29])[CH:24]=3)(=[O:21])=[O:22])[C:6]=2[CH:30]=1)=[O:42]. The catalyst class is: 4. (2) Reactant: N#N.[NH:3]1[C:7]2[CH:8]=[CH:9][CH:10]=[CH:11][C:6]=2[N:5]=[C:4]1[C@H:12]([NH:21][C:22]([NH:24][C@H:25]1[CH2:30][CH2:29][C@H:28]([OH:31])[CH2:27][CH2:26]1)=[O:23])[CH2:13][C:14]1[CH:19]=[CH:18][C:17]([Br:20])=[CH:16][CH:15]=1.N1C=CN=C1.[CH3:37][C:38]([Si:41](Cl)([CH3:43])[CH3:42])([CH3:40])[CH3:39]. Product: [NH:3]1[C:7]2[CH:8]=[CH:9][CH:10]=[CH:11][C:6]=2[N:5]=[C:4]1[C@H:12]([NH:21][C:22]([NH:24][C@H:25]1[CH2:30][CH2:29][C@H:28]([O:31][Si:41]([C:38]([CH3:40])([CH3:39])[CH3:37])([CH3:43])[CH3:42])[CH2:27][CH2:26]1)=[O:23])[CH2:13][C:14]1[CH:15]=[CH:16][C:17]([Br:20])=[CH:18][CH:19]=1. The catalyst class is: 20. (3) Reactant: C([NH:5][S:6]([C:9]1[CH:10]=[C:11]([C:15]2[CH:20]=[CH:19][CH:18]=[C:17]([C:21]3[CH2:22][C:23](=[O:37])[NH:24][C:25]4[CH:31]=[C:30]([C:32]([F:35])([F:34])[F:33])[C:29]([CH3:36])=[CH:28][C:26]=4[N:27]=3)[CH:16]=2)[CH:12]=[CH:13][CH:14]=1)(=[O:8])=[O:7])(C)(C)C.C(O)(C(F)(F)F)=O. Product: [CH3:36][C:29]1[C:30]([C:32]([F:34])([F:33])[F:35])=[CH:31][C:25]2[NH:24][C:23](=[O:37])[CH2:22][C:21]([C:17]3[CH:16]=[C:15]([C:11]4[CH:12]=[CH:13][CH:14]=[C:9]([S:6]([NH2:5])(=[O:8])=[O:7])[CH:10]=4)[CH:20]=[CH:19][CH:18]=3)=[N:27][C:26]=2[CH:28]=1. The catalyst class is: 2.